Task: Regression. Given a peptide amino acid sequence and an MHC pseudo amino acid sequence, predict their binding affinity value. This is MHC class I binding data.. Dataset: Peptide-MHC class I binding affinity with 185,985 pairs from IEDB/IMGT (1) The peptide sequence is STWKNQCEM. The MHC is H-2-Db with pseudo-sequence H-2-Db. The binding affinity (normalized) is 0.367. (2) The peptide sequence is KVASEGIKY. The MHC is HLA-A30:02 with pseudo-sequence HLA-A30:02. The binding affinity (normalized) is 0.310. (3) The peptide sequence is LCLSGEGWPY. The MHC is HLA-A01:01 with pseudo-sequence HLA-A01:01. The binding affinity (normalized) is 0.0809. (4) The MHC is HLA-A02:01 with pseudo-sequence HLA-A02:01. The binding affinity (normalized) is 0.160. The peptide sequence is LIGLIIPPLGI. (5) The peptide sequence is SEIDLILGY. The MHC is Mamu-A2201 with pseudo-sequence Mamu-A2201. The binding affinity (normalized) is 0. (6) The peptide sequence is EKPKFLPDL. The MHC is HLA-A30:01 with pseudo-sequence HLA-A30:01. The binding affinity (normalized) is 0.0847. (7) The peptide sequence is SQGIRQILFL. The MHC is Mamu-A07 with pseudo-sequence Mamu-A07. The binding affinity (normalized) is 0.